Dataset: Full USPTO retrosynthesis dataset with 1.9M reactions from patents (1976-2016). Task: Predict the reactants needed to synthesize the given product. (1) Given the product [CH3:1][O:2][C:3](=[O:37])[CH2:4][O:5][C:6]1[CH:15]=[CH:14][C:13]([Cl:16])=[C:12]2[C:7]=1[C:8]([CH3:36])=[C:9]([CH2:25][C:26]1[CH:31]=[CH:30][C:29]([S:32]([CH3:35])(=[O:33])=[O:34])=[CH:28][CH:27]=1)[C:10]([C:40]#[N:41])=[N:11]2, predict the reactants needed to synthesize it. The reactants are: [CH3:1][O:2][C:3](=[O:37])[CH2:4][O:5][C:6]1[CH:15]=[CH:14][C:13]([Cl:16])=[C:12]2[C:7]=1[C:8]([CH3:36])=[C:9]([CH2:25][C:26]1[CH:31]=[CH:30][C:29]([S:32]([CH3:35])(=[O:34])=[O:33])=[CH:28][CH:27]=1)[C:10](OS(C(F)(F)F)(=O)=O)=[N:11]2.[Cl-].[Li+].[CH3:40][N:41](C)C=O. (2) Given the product [C:1]([O:5][C:6]([N:8]1[CH2:13][CH:12]([CH3:14])[N:11]([CH3:22])[CH:10]([CH3:15])[CH2:9]1)=[O:7])([CH3:4])([CH3:2])[CH3:3], predict the reactants needed to synthesize it. The reactants are: [C:1]([O:5][C:6]([N:8]1[CH2:13][CH:12]([CH3:14])[NH:11][CH:10]([CH3:15])[CH2:9]1)=[O:7])([CH3:4])([CH3:3])[CH3:2].C=O.Cl.[H][H].Cl.[CH2:22](O)C. (3) Given the product [Cl:1][C:2]1[CH:10]=[CH:9][CH:8]=[C:7]2[C:3]=1[CH:4]([NH:30][C:15]1[CH:16]=[CH:17][C:18]([C:20]([F:29])([C:21]([F:22])([F:23])[F:24])[C:25]([F:26])([F:27])[F:28])=[CH:19][C:14]=1[CH3:13])[O:5][C:6]2=[O:11], predict the reactants needed to synthesize it. The reactants are: [Cl:1][C:2]1[CH:10]=[CH:9][CH:8]=[C:7]2[C:3]=1[CH:4](O)[O:5][C:6]2=[O:11].[CH3:13][C:14]1[CH:19]=[C:18]([C:20]([F:29])([C:25]([F:28])([F:27])[F:26])[C:21]([F:24])([F:23])[F:22])[CH:17]=[CH:16][C:15]=1[NH2:30].